Dataset: Forward reaction prediction with 1.9M reactions from USPTO patents (1976-2016). Task: Predict the product of the given reaction. (1) Given the reactants [CH2:1]([O:6][C:7](=[O:24])[C:8]1[C:13]([O:14][CH2:15][CH2:16][CH2:17][CH:18]=[CH2:19])=[CH:12][C:11]([O:20][CH3:21])=[CH:10][C:9]=1[O:22][CH3:23])[CH2:2][CH2:3]C=C, predict the reaction product. The product is: [CH3:23][O:22][C:9]1[C:8]2[C:7](=[O:24])[O:6][CH2:1][CH2:2][CH2:3][CH:19]=[CH:18][CH2:17][CH2:16][CH2:15][O:14][C:13]=2[CH:12]=[C:11]([O:20][CH3:21])[CH:10]=1. (2) Given the reactants Cl.[N:2]1([C:8]2[CH:9]=[CH:10][CH:11]=[C:12]3[C:17]=2[NH:16][C:15](=[O:18])[CH:14]=[CH:13]3)[CH2:7][CH2:6][NH:5][CH2:4][CH2:3]1.[O:19]=[C:20]1[NH:29][C:28]2[N:27]=[C:26]([O:30][CH2:31][CH2:32][CH2:33][CH:34]=O)[CH:25]=[CH:24][C:23]=2[CH:22]=[CH:21]1, predict the reaction product. The product is: [O:18]=[C:15]1[CH:14]=[CH:13][C:12]2[C:17](=[C:8]([N:2]3[CH2:7][CH2:6][N:5]([CH2:34][CH2:33][CH2:32][CH2:31][O:30][C:26]4[N:27]=[C:28]5[C:23]([CH:22]=[CH:21][C:20](=[O:19])[NH:29]5)=[CH:24][CH:25]=4)[CH2:4][CH2:3]3)[CH:9]=[CH:10][CH:11]=2)[NH:16]1.